The task is: Predict the reaction yield, written as a fraction of the theoretical maximum amount of product (1.0 means a 100% yield; for example, 0.34 means a 34% yield).. This data is from Reaction yield outcomes from USPTO patents with 853,638 reactions. (1) The reactants are C([O:3][C:4]([C:6]1[CH:7]=[C:8]2[C:13](=[CH:14][CH:15]=1)[NH:12][CH:11]([C:16]1[CH:21]=[C:20]([N:22]3[CH2:27][CH2:26][O:25][CH2:24][CH2:23]3)[CH:19]=[C:18]([O:28][CH3:29])[CH:17]=1)[C:10]([CH3:31])([CH3:30])[CH2:9]2)=[O:5])C.O.[OH-].[Li+].O.Cl. The catalyst is CO.O1CCCC1. The product is [CH3:30][C:10]1([CH3:31])[CH2:9][C:8]2[C:13](=[CH:14][CH:15]=[C:6]([C:4]([OH:5])=[O:3])[CH:7]=2)[NH:12][CH:11]1[C:16]1[CH:21]=[C:20]([N:22]2[CH2:27][CH2:26][O:25][CH2:24][CH2:23]2)[CH:19]=[C:18]([O:28][CH3:29])[CH:17]=1. The yield is 0.310. (2) The catalyst is O1CCCC1.CS(C)=O. The yield is 0.630. The reactants are [Br:1][C:2]1[CH:7]=[CH:6][C:5]([S:8]([N:11]2[CH2:16][CH2:15][C:14]([CH2:18][N:19]([CH3:24])[C:20](=[O:23])[CH2:21]Cl)([OH:17])[CH2:13][CH2:12]2)(=[O:10])=[O:9])=[CH:4][CH:3]=1.[H-].[Na+]. The product is [Br:1][C:2]1[CH:7]=[CH:6][C:5]([S:8]([N:11]2[CH2:16][CH2:15][C:14]3([O:17][CH2:21][C:20](=[O:23])[N:19]([CH3:24])[CH2:18]3)[CH2:13][CH2:12]2)(=[O:10])=[O:9])=[CH:4][CH:3]=1.